From a dataset of Peptide-MHC class II binding affinity with 134,281 pairs from IEDB. Regression. Given a peptide amino acid sequence and an MHC pseudo amino acid sequence, predict their binding affinity value. This is MHC class II binding data. (1) The peptide sequence is QKTKQIGNRPGPSRG. The MHC is DRB1_0301 with pseudo-sequence DRB1_0301. The binding affinity (normalized) is 0.314. (2) The peptide sequence is FLPNPAGVQL. The MHC is DRB1_1101 with pseudo-sequence DRB1_1101. The binding affinity (normalized) is 0.126. (3) The peptide sequence is DRDFIEGVHGGTWVS. The MHC is DRB1_1101 with pseudo-sequence DRB1_1101. The binding affinity (normalized) is 0.